This data is from Full USPTO retrosynthesis dataset with 1.9M reactions from patents (1976-2016). The task is: Predict the reactants needed to synthesize the given product. (1) Given the product [Br:1][C:2]1[CH:3]=[C:4]([C:8]2[CH:24]=[C:11]3[N:12]=[C:13]([CH3:23])[C:14]([C:17](=[O:22])[C:18]([O:20][CH3:21])=[O:19])=[C:15]([I:16])[N:10]3[N:9]=2)[CH:5]=[CH:6][CH:7]=1, predict the reactants needed to synthesize it. The reactants are: [Br:1][C:2]1[CH:3]=[C:4]([C:8]2[CH:24]=[C:11]3[N:12]=[C:13]([CH3:23])[C:14]([CH:17]([OH:22])[C:18]([O:20][CH3:21])=[O:19])=[C:15]([I:16])[N:10]3[N:9]=2)[CH:5]=[CH:6][CH:7]=1.CC(OI1(OC(C)=O)(OC(C)=O)OC(=O)C2C=CC=CC1=2)=O. (2) Given the product [F:6][C:7]1[CH:8]=[C:9]([CH:17]=[C:18]([F:27])[C:19]=1[C:20]([CH3:25])([CH3:26])[C:21]([F:22])([F:23])[F:24])[O:10][CH2:11][C:12]([OH:14])=[O:13], predict the reactants needed to synthesize it. The reactants are: O1CCCC1.[F:6][C:7]1[CH:8]=[C:9]([CH:17]=[C:18]([F:27])[C:19]=1[C:20]([CH3:26])([CH3:25])[C:21]([F:24])([F:23])[F:22])[O:10][CH2:11][C:12]([O:14]CC)=[O:13].[OH-].[Na+].Cl.